This data is from NCI-60 drug combinations with 297,098 pairs across 59 cell lines. The task is: Regression. Given two drug SMILES strings and cell line genomic features, predict the synergy score measuring deviation from expected non-interaction effect. (1) Synergy scores: CSS=2.37, Synergy_ZIP=-1.83, Synergy_Bliss=2.31, Synergy_Loewe=-13.1, Synergy_HSA=-1.78. Drug 1: CCCCCOC(=O)NC1=NC(=O)N(C=C1F)C2C(C(C(O2)C)O)O. Cell line: ACHN. Drug 2: C1=CC=C(C=C1)NC(=O)CCCCCCC(=O)NO. (2) Drug 1: C1CCC(C1)C(CC#N)N2C=C(C=N2)C3=C4C=CNC4=NC=N3. Cell line: SK-MEL-5. Synergy scores: CSS=-10.5, Synergy_ZIP=9.62, Synergy_Bliss=8.68, Synergy_Loewe=-11.4, Synergy_HSA=-9.85. Drug 2: CC1=CC=C(C=C1)C2=CC(=NN2C3=CC=C(C=C3)S(=O)(=O)N)C(F)(F)F. (3) Drug 1: C1CNP(=O)(OC1)N(CCCl)CCCl. Synergy scores: CSS=-12.0, Synergy_ZIP=-0.160, Synergy_Bliss=-3.35, Synergy_Loewe=-46.4, Synergy_HSA=-20.6. Cell line: U251. Drug 2: C(CCl)NC(=O)N(CCCl)N=O. (4) Drug 1: C1CCC(C1)C(CC#N)N2C=C(C=N2)C3=C4C=CNC4=NC=N3. Drug 2: CC1=C2C(C(=O)C3(C(CC4C(C3C(C(C2(C)C)(CC1OC(=O)C(C(C5=CC=CC=C5)NC(=O)OC(C)(C)C)O)O)OC(=O)C6=CC=CC=C6)(CO4)OC(=O)C)OC)C)OC. Cell line: SK-MEL-28. Synergy scores: CSS=39.8, Synergy_ZIP=11.5, Synergy_Bliss=12.6, Synergy_Loewe=-6.38, Synergy_HSA=9.51. (5) Drug 1: CN1CCC(CC1)COC2=C(C=C3C(=C2)N=CN=C3NC4=C(C=C(C=C4)Br)F)OC. Drug 2: C1=CC(=CC=C1CCC2=CNC3=C2C(=O)NC(=N3)N)C(=O)NC(CCC(=O)O)C(=O)O. Cell line: OVCAR-4. Synergy scores: CSS=17.1, Synergy_ZIP=-9.92, Synergy_Bliss=-16.9, Synergy_Loewe=-19.4, Synergy_HSA=-14.7. (6) Drug 1: CC12CCC3C(C1CCC2O)C(CC4=C3C=CC(=C4)O)CCCCCCCCCS(=O)CCCC(C(F)(F)F)(F)F. Drug 2: C1=NC(=NC(=O)N1C2C(C(C(O2)CO)O)O)N. Cell line: RXF 393. Synergy scores: CSS=19.2, Synergy_ZIP=-3.61, Synergy_Bliss=0.130, Synergy_Loewe=-8.92, Synergy_HSA=-0.839. (7) Drug 1: CCN(CC)CCNC(=O)C1=C(NC(=C1C)C=C2C3=C(C=CC(=C3)F)NC2=O)C. Drug 2: C#CCC(CC1=CN=C2C(=N1)C(=NC(=N2)N)N)C3=CC=C(C=C3)C(=O)NC(CCC(=O)O)C(=O)O. Cell line: NCI-H226. Synergy scores: CSS=43.2, Synergy_ZIP=-0.976, Synergy_Bliss=-6.03, Synergy_Loewe=-20.1, Synergy_HSA=-5.00.